This data is from Full USPTO retrosynthesis dataset with 1.9M reactions from patents (1976-2016). The task is: Predict the reactants needed to synthesize the given product. The reactants are: [CH3:1][O:2][C:3](=[O:21])[CH:4]=[CH:5][C:6]1[CH:7]=[C:8]2[C:12](=[CH:13][CH:14]=1)[N:11]([CH:15]1[CH2:20][CH2:19][CH2:18][CH2:17][CH2:16]1)[CH2:10][CH2:9]2. Given the product [CH3:1][O:2][C:3](=[O:21])[CH2:4][CH2:5][C:6]1[CH:7]=[C:8]2[C:12](=[CH:13][CH:14]=1)[N:11]([CH:15]1[CH2:16][CH2:17][CH2:18][CH2:19][CH2:20]1)[CH2:10][CH2:9]2, predict the reactants needed to synthesize it.